From a dataset of Experimentally validated miRNA-target interactions with 360,000+ pairs, plus equal number of negative samples. Binary Classification. Given a miRNA mature sequence and a target amino acid sequence, predict their likelihood of interaction. (1) The miRNA is mmu-miR-3059-5p with sequence UUUCCUCUCUGCCCCAUAGGGU. The protein sequence of the target gene is MLSNLHELLPNHLMETLYSRKSEEDKKKCENPELSGLERILARHQLPKEINLTPKPNRMPPWKRKIINNVTDGWKKCHLLKRNTKEPPMSTIVVRKLIQKNVPRRHSLRNTSRKLRNLPTTAKGTQTGKSQCLLGISEPT. Result: 0 (no interaction). (2) The miRNA is dme-miR-4-3p with sequence AUAAAGCUAGACAACCAUUGA. The protein sequence of the target gene is MAPFGRNLLKTRHKNRSPTKDMDSEEKEIVVWVCQEEKLVCGLTKRTTSADVIQALLEEHEATFGEKRFLLGKPSDYCIIEKWRGSERVLPPLTRILKLWKAWGDEQPNMQFVLVKADAFLPVPLWRTAEAKLVQNTEKLWELSPANYMKTLPPDKQKRIVRKTFRKLAKIKQDTVSHDRDNMETLVHLIISQDHTIHQQVKRMKELDLEIEKCEAKFHLDRVENDGENYVQDAYLMPSFSEVEQNLDLQYEENQTLEDLSESDGIEQLEERLKYYRILIDKLSAEIEKEVKSVCIDINE.... Result: 0 (no interaction). (3) The miRNA is mmu-miR-467e-5p with sequence AUAAGUGUGAGCAUGUAUAUGU. The protein sequence of the target gene is MGSLKEELLKAIWHAFTALDQDHSGKVSKSQLKVLSHNLCTVLKVPHDPVALEEHFRDDDEGPVSNQGYMPYLNRFILEKVQDNFDKIEFNRMCWTLCVKKNLTKNPLLITEEDAFKIWVIFNFLSEDKYPLIIVSEEIEYLLKKLTEAMGGGWQQEQFEHYKINFDDSKNGLSAWELIELIGNGQFSKGMDRQTVSMAINEVFNELILDVLKQGYMMKKGHRRKNWTERWFVLKPNIISYYVSEDLKDKKGDILLDENCCVESLPDKDGKKCLFLVKCFDKTFEISASDKKKKQEWIQA.... Result: 0 (no interaction).